From a dataset of Full USPTO retrosynthesis dataset with 1.9M reactions from patents (1976-2016). Predict the reactants needed to synthesize the given product. Given the product [NH2:13][C@@:14]([CH3:26])([CH2:19][CH:20]([CH3:25])[CH2:21][CH2:22][CH3:23])[CH2:15][C:16]([OH:18])=[O:17], predict the reactants needed to synthesize it. The reactants are: N[C@@](C)(CC(C)CC)CC(O)=O.[NH2:13][C@@:14]([CH3:26])([CH2:19][CH:20]([CH3:25])[CH2:21][CH2:22][CH2:23]C)[CH2:15][C:16]([OH:18])=[O:17].